From a dataset of Peptide-MHC class II binding affinity with 134,281 pairs from IEDB. Regression. Given a peptide amino acid sequence and an MHC pseudo amino acid sequence, predict their binding affinity value. This is MHC class II binding data. The MHC is DRB4_0101 with pseudo-sequence DRB4_0103. The peptide sequence is GVLQIVDKIDAAFKI. The binding affinity (normalized) is 0.653.